From a dataset of Forward reaction prediction with 1.9M reactions from USPTO patents (1976-2016). Predict the product of the given reaction. (1) Given the reactants C([Li])CCC.[F:6][C:7]([F:19])([F:18])[C:8]([C:14]([F:17])([F:16])[F:15])([OH:13])[CH2:9][CH2:10][CH2:11][OH:12].[C:20](Cl)(=[O:24])[C:21]([CH3:23])=[CH2:22], predict the reaction product. The product is: [C:20]([O:12][CH2:11][CH2:10][CH2:9][C:8]([C:14]([F:15])([F:16])[F:17])([OH:13])[C:7]([F:18])([F:19])[F:6])(=[O:24])[C:21]([CH3:23])=[CH2:22]. (2) The product is: [CH3:15][NH:16][C:17]([C:19]1[CH:24]=[C:23]([O:8][C:5]2[CH:6]=[CH:7][C:2]([NH2:1])=[CH:3][CH:4]=2)[CH:22]=[CH:21][N:20]=1)=[O:18]. Given the reactants [NH2:1][C:2]1[CH:7]=[CH:6][C:5]([OH:8])=[CH:4][CH:3]=1.CC(C)([O-])C.[K+].[CH3:15][NH:16][C:17]([C:19]1[CH:24]=[C:23](Cl)[CH:22]=[CH:21][N:20]=1)=[O:18].C(=O)([O-])[O-].[K+].[K+], predict the reaction product. (3) Given the reactants [C:1]([Si:3]([CH:10]([CH3:12])[CH3:11])([CH:7]([CH3:9])[CH3:8])[CH:4]([CH3:6])[CH3:5])#[CH:2].[Li]CCCC.[CH:18]1([CH2:21][CH:22]=[O:23])[CH2:20][CH2:19]1, predict the reaction product. The product is: [CH:18]1([CH2:21][CH:22]([OH:23])[C:2]#[C:1][Si:3]([CH:7]([CH3:9])[CH3:8])([CH:4]([CH3:6])[CH3:5])[CH:10]([CH3:12])[CH3:11])[CH2:20][CH2:19]1. (4) Given the reactants [OH:1][C:2]1[CH:3]=[C:4]([CH:8]=[CH:9][C:10]=1[OH:11])[C:5]([OH:7])=[O:6].[C:12]1([OH:23])[C:21]2[C:16](=[CH:17][CH:18]=[CH:19][CH:20]=2)[C:15](O)=[CH:14][CH:13]=1, predict the reaction product. The product is: [OH:1][C:2]1[CH:3]=[C:4]([CH:8]=[CH:9][C:10]=1[OH:11])[C:5]([O:7][C:15]1[C:16]2[C:21](=[CH:20][CH:19]=[CH:18][CH:17]=2)[C:12]([O:23][C:5](=[O:6])[C:4]2[CH:8]=[CH:9][C:10]([OH:11])=[C:2]([OH:1])[CH:3]=2)=[CH:13][CH:14]=1)=[O:6].